Dataset: Full USPTO retrosynthesis dataset with 1.9M reactions from patents (1976-2016). Task: Predict the reactants needed to synthesize the given product. Given the product [F:1][C:2]1[CH:22]=[CH:21][C:5]([CH2:6][N:7]2[C:11]3=[CH:12][N:13]=[C:14]([C:17]([NH:23][OH:24])=[O:18])[C:15]([OH:16])=[C:10]3[CH:9]=[CH:8]2)=[CH:4][CH:3]=1, predict the reactants needed to synthesize it. The reactants are: [F:1][C:2]1[CH:22]=[CH:21][C:5]([CH2:6][N:7]2[C:11]3=[CH:12][N:13]=[C:14]([C:17](OC)=[O:18])[C:15]([OH:16])=[C:10]3[CH:9]=[CH:8]2)=[CH:4][CH:3]=1.[NH2:23][OH:24].[OH-].[Na+].Cl.